This data is from Catalyst prediction with 721,799 reactions and 888 catalyst types from USPTO. The task is: Predict which catalyst facilitates the given reaction. (1) Reactant: [CH3:1][C:2]1[CH:7]=[CH:6][CH:5]=[C:4]([C:8]#[C:9][Si](C)(C)C)[N:3]=1.C([O-])([O-])=O.[K+].[K+]. Product: [C:8]([C:4]1[CH:5]=[CH:6][CH:7]=[C:2]([CH3:1])[N:3]=1)#[CH:9]. The catalyst class is: 5. (2) Reactant: CO[C:3](=[O:17])[C@H:4]([NH:8][CH2:9][C:10]1[CH:15]=[CH:14][C:13]([Cl:16])=[CH:12][CH:11]=1)[CH:5]([CH3:7])[CH3:6].[O-:18][C:19]#[N:20].[K+]. Product: [Cl:16][C:13]1[CH:12]=[CH:11][C:10]([CH2:9][N:8]2[C@H:4]([CH:5]([CH3:6])[CH3:7])[C:3](=[O:17])[NH:20][C:19]2=[O:18])=[CH:15][CH:14]=1. The catalyst class is: 15. (3) Reactant: [NH2:1][C:2]1[CH:7]=[C:6]([C:8]([O:10][CH3:11])=[O:9])[C:5]([S:12]([CH3:15])(=[O:14])=[O:13])=[CH:4][C:3]=1[N:16]1[CH2:21][CH2:20][N:19]([C:22]([O:24][C:25]([CH3:28])([CH3:27])[CH3:26])=[O:23])[C@H:18]([CH:29]([CH3:31])[CH3:30])[C:17]1=O.CCN(CC)CC.[Si](Cl)(Cl)(Cl)Cl.C([O-])(O)=O.[Na+]. Product: [CH:29]([C@H:18]1[N:19]([C:22]([O:24][C:25]([CH3:28])([CH3:26])[CH3:27])=[O:23])[CH2:20][CH2:21][N:16]2[C:3]3[CH:4]=[C:5]([S:12]([CH3:15])(=[O:13])=[O:14])[C:6]([C:8]([O:10][CH3:11])=[O:9])=[CH:7][C:2]=3[N:1]=[C:17]12)([CH3:30])[CH3:31]. The catalyst class is: 317. (4) Reactant: [F:1][C:2]([F:36])([F:35])[C:3]1[CH:4]=[C:5]([C:13]([CH3:34])([CH3:33])[C:14]([N:16]([C:18]2[CH:19]=[N:20][C:21](Cl)=[CH:22][C:23]=2[C:24]2[CH:29]=[CH:28][C:27]([F:30])=[CH:26][C:25]=2[CH3:31])[CH3:17])=[O:15])[CH:6]=[C:7]([C:9]([F:12])([F:11])[F:10])[CH:8]=1.[CH2:37]1[NH:42][CH2:41][CH2:40][N:39]2[CH2:43][CH2:44][CH2:45][C@H:38]12.C(=O)([O-])[O-].[K+].[K+]. Product: [F:1][C:2]([F:36])([F:35])[C:3]1[CH:4]=[C:5]([C:13]([CH3:34])([CH3:33])[C:14]([N:16]([C:18]2[CH:19]=[N:20][C:21]([N:42]3[CH2:41][CH2:40][N:39]4[CH2:43][CH2:44][CH2:45][C@@H:38]4[CH2:37]3)=[CH:22][C:23]=2[C:24]2[CH:29]=[CH:28][C:27]([F:30])=[CH:26][C:25]=2[CH3:31])[CH3:17])=[O:15])[CH:6]=[C:7]([C:9]([F:12])([F:11])[F:10])[CH:8]=1. The catalyst class is: 16. (5) Reactant: [F:1][C:2]1[CH:3]=[C:4]([C:10]2[C:18]3[C:13](=[N:14][CH:15]=[N:16][C:17]=3[NH2:19])[N:12]([CH2:20][CH2:21][NH:22][C:23]3[CH:28]=[CH:27][CH:26]=[CH:25][CH:24]=3)[N:11]=2)[CH:5]=[C:6]([O:8]C)[CH:7]=1.B(Br)(Br)Br.C(=O)(O)[O-].[Na+]. Product: [NH2:19][C:17]1[N:16]=[CH:15][N:14]=[C:13]2[N:12]([CH2:20][CH2:21][NH:22][C:23]3[CH:28]=[CH:27][CH:26]=[CH:25][CH:24]=3)[N:11]=[C:10]([C:4]3[CH:5]=[C:6]([OH:8])[CH:7]=[C:2]([F:1])[CH:3]=3)[C:18]=12. The catalyst class is: 2. (6) Reactant: [CH2:1]([N:8]1[CH2:17][CH2:16][C:15]2[C:10](=[CH:11][CH:12]=[CH:13][CH:14]=2)[CH:9]1[C:18]([OH:21])([CH3:20])[CH3:19])[C:2]1[CH:7]=[CH:6][CH:5]=[CH:4][CH:3]=1.[H-].[Na+].[CH3:24]I.O. Product: [CH2:1]([N:8]1[CH2:17][CH2:16][C:15]2[C:10](=[CH:11][CH:12]=[CH:13][CH:14]=2)[CH:9]1[C:18]([O:21][CH3:24])([CH3:19])[CH3:20])[C:2]1[CH:3]=[CH:4][CH:5]=[CH:6][CH:7]=1. The catalyst class is: 1. (7) The catalyst class is: 65. Reactant: [CH2:1]([N:3]1[CH2:16][CH2:15][C:14]2[CH:13]=[CH:12][C:11]3[NH:10][C:9](=[O:17])[C:8](=[O:18])[NH:7][C:6]=3[C:5]=2[CH2:4]1)[CH3:2].[N+:19]([O-])([O-:21])=[O:20].[K+].[OH-].[NH4+]. Product: [CH2:1]([N:3]1[CH2:16][CH2:15][C:14]2[C:13]([N+:19]([O-:21])=[O:20])=[CH:12][C:11]3[NH:10][C:9](=[O:17])[C:8](=[O:18])[NH:7][C:6]=3[C:5]=2[CH2:4]1)[CH3:2].